From a dataset of Catalyst prediction with 721,799 reactions and 888 catalyst types from USPTO. Predict which catalyst facilitates the given reaction. (1) Reactant: [CH2:1]=[CH:2][CH:3]=[CH2:4].[CH2:5]=[CH:6][C:7]1[CH:12]=[CH:11][CH:10]=[CH:9][CH:8]=1.C([O-])(=O)CCCCCCC/C=C\CCCCCCCC.[K+].S(OOS([O-])(=O)=O)([O-])(=O)=O.[K+].[K+].[OH-].[K+]. Product: [CH2:1]=[CH:2][CH:3]=[CH2:4].[CH2:5]=[CH:6][C:7]1[CH:12]=[CH:11][CH:10]=[CH:9][CH:8]=1. The catalyst class is: 150. (2) Reactant: [Br:1][C:2]1[CH:3]=[C:4]2[C:8](=[CH:9][CH:10]=1)[N:7]([C:11](=[O:23])[C@@H:12]([NH:15]C(=O)OC(C)(C)C)[CH2:13][OH:14])[CH:6]=[C:5]2/[C:24](/[C:36]#[N:37])=[CH:25]/[C:26]1[CH:31]=[C:30]([C:32]#[N:33])[CH:29]=[CH:28][C:27]=1[O:34][CH3:35].[ClH:38]. Product: [ClH:38].[NH2:15][C@@H:12]([CH2:13][OH:14])[C:11]([N:7]1[C:8]2[C:4](=[CH:3][C:2]([Br:1])=[CH:10][CH:9]=2)[C:5](/[C:24](/[C:36]#[N:37])=[CH:25]/[C:26]2[CH:31]=[C:30]([CH:29]=[CH:28][C:27]=2[O:34][CH3:35])[C:32]#[N:33])=[CH:6]1)=[O:23]. The catalyst class is: 14. (3) Reactant: [Cl:1][O-:2].[Br-:3].[CH3:4][C:5]1([CH3:14])[N:10]([O:11])[C:9]([CH3:13])([CH3:12])[CH2:8][CH2:7][CH2:6]1. Product: [Cl:1][O-:2].[Br-:3].[CH3:12][C:9]1([CH3:13])[N:10]([O:11])[C:5]([CH3:14])([CH3:4])[CH2:6][CH2:7][CH2:8]1. The catalyst class is: 6.